Dataset: Full USPTO retrosynthesis dataset with 1.9M reactions from patents (1976-2016). Task: Predict the reactants needed to synthesize the given product. (1) Given the product [Cl-:25].[CH2:1]([C:5]1([CH2:37][CH2:38][CH2:39][CH3:40])[NH:11][CH:10]([C:12]2[CH:27]=[CH:26][C:15]([O:16][CH2:17][C:18]3[CH:23]=[CH:22][C:21]([CH2:24][N+:41]45[CH2:48][CH2:47][N:44]([CH2:45][CH2:46]4)[CH2:43][CH2:42]5)=[CH:20][CH:19]=3)=[CH:14][CH:13]=2)[C:9]2[CH:28]=[C:29]([N:32]([CH3:34])[CH3:33])[CH:30]=[CH:31][C:8]=2[S:7](=[O:36])(=[O:35])[CH2:6]1)[CH2:2][CH2:3][CH3:4], predict the reactants needed to synthesize it. The reactants are: [CH2:1]([C:5]1([CH2:37][CH2:38][CH2:39][CH3:40])[NH:11][CH:10]([C:12]2[CH:27]=[CH:26][C:15]([O:16][CH2:17][C:18]3[CH:23]=[CH:22][C:21]([CH2:24][Cl:25])=[CH:20][CH:19]=3)=[CH:14][CH:13]=2)[C:9]2[CH:28]=[C:29]([N:32]([CH3:34])[CH3:33])[CH:30]=[CH:31][C:8]=2[S:7](=[O:36])(=[O:35])[CH2:6]1)[CH2:2][CH2:3][CH3:4].[N:41]12[CH2:48][CH2:47][N:44]([CH2:45][CH2:46]1)[CH2:43][CH2:42]2. (2) The reactants are: [CH:1]([O-])([O-])OC.[CH3:6][C:7]1([CH3:15])[O:14][C:12](=[O:13])[CH2:11][C:9](=[O:10])[O:8]1.[OH:16][C:17]1[CH:18]=[C:19]([CH:21]=[CH:22][C:23]=1[O:24][CH3:25])[NH2:20]. Given the product [OH:16][C:17]1[CH:18]=[C:19]([NH:20][CH:1]=[C:11]2[C:12](=[O:13])[O:14][C:7]([CH3:15])([CH3:6])[O:8][C:9]2=[O:10])[CH:21]=[CH:22][C:23]=1[O:24][CH3:25], predict the reactants needed to synthesize it. (3) Given the product [C:11]([C:13](=[CH:18][C:19]([CH3:22])([CH3:21])[CH3:20])[C:14]([O:16][CH3:17])=[O:15])#[N:12], predict the reactants needed to synthesize it. The reactants are: N1CCCCC1.C(O)(=O)C.[C:11]([CH2:13][C:14]([O:16][CH3:17])=[O:15])#[N:12].[CH:18](=O)[C:19]([CH3:22])([CH3:21])[CH3:20]. (4) Given the product [Cl:10][C:6]1[C:7]([C:8]#[N:9])=[C:2]([NH:22][CH2:21][C:17]2[CH:16]=[N:15][CH:20]=[CH:19][CH:18]=2)[N:3]=[C:4]([NH:11][CH2:12][CH2:13][OH:14])[N:5]=1, predict the reactants needed to synthesize it. The reactants are: Cl[C:2]1[C:7]([C:8]#[N:9])=[C:6]([Cl:10])[N:5]=[C:4]([NH:11][CH2:12][CH2:13][OH:14])[N:3]=1.[N:15]1[CH:20]=[CH:19][CH:18]=[C:17]([CH2:21][NH2:22])[CH:16]=1.C(N(C(C)C)C(C)C)C. (5) Given the product [CH2:18]([CH:20]([C:21]1[C:22]([C:23]#[N:24])=[C:10]([C:12]2[CH:17]=[CH:16][CH:15]=[CH:14][CH:13]=2)[C:3]2[C:2](=[CH:7][C:6]([O:8][CH3:9])=[CH:5][CH:4]=2)[N:1]=1)[CH2:26][CH3:27])[CH3:19], predict the reactants needed to synthesize it. The reactants are: [NH2:1][C:2]1[CH:7]=[C:6]([O:8][CH3:9])[CH:5]=[CH:4][C:3]=1[C:10]([C:12]1[CH:17]=[CH:16][CH:15]=[CH:14][CH:13]=1)=O.[CH2:18]([CH:20]([CH2:26][CH3:27])[C:21](=O)[CH2:22][C:23]#[N:24])[CH3:19].